This data is from Forward reaction prediction with 1.9M reactions from USPTO patents (1976-2016). The task is: Predict the product of the given reaction. Given the reactants [N+:1]([C:4]1[CH:12]=[C:11]2[C:7]([CH:8]=[C:9]([C:13]#[N:14])[NH:10]2)=[CH:6][CH:5]=1)([O-])=O, predict the reaction product. The product is: [NH2:1][C:4]1[CH:12]=[C:11]2[C:7]([CH:8]=[C:9]([C:13]#[N:14])[NH:10]2)=[CH:6][CH:5]=1.